Dataset: Forward reaction prediction with 1.9M reactions from USPTO patents (1976-2016). Task: Predict the product of the given reaction. (1) The product is: [F:1][C:2]1[CH:3]=[CH:4][C:5]([C:8]2[C:12]3=[N:13][CH:14]=[CH:15][CH:16]=[C:11]3[N:10]([O:17][CH3:26])[C:9]=2[C:18]2[CH:19]=[CH:20][N:21]=[CH:22][CH:23]=2)=[CH:6][CH:7]=1. Given the reactants [F:1][C:2]1[CH:7]=[CH:6][C:5]([C:8]2[C:12]3=[N:13][CH:14]=[CH:15][CH:16]=[C:11]3[N:10]([OH:17])[C:9]=2[C:18]2[CH:23]=[CH:22][N:21]=[CH:20][CH:19]=2)=[CH:4][CH:3]=1.[N+](=[CH2:26])=[N-], predict the reaction product. (2) Given the reactants [NH2:1][C:2]1[CH:18]=[C:17]([Cl:19])[C:5]([O:6][C:7]2[CH:8]=[C:9]([CH:14]([CH3:16])[CH3:15])[C:10](=[O:13])[NH:11][N:12]=2)=[C:4]([Cl:20])[CH:3]=1.[C:21]([CH2:23][C:24]([NH:26][C:27](=[O:31])OCC)=[O:25])#[N:22].C([O-])(=O)C.[K+].CC([N:40](C)C)=O, predict the reaction product. The product is: [Cl:20][C:4]1[CH:3]=[C:2]([N:1]2[C:27](=[O:31])[NH:26][C:24](=[O:25])[C:23]([C:21]#[N:22])=[N:40]2)[CH:18]=[C:17]([Cl:19])[C:5]=1[O:6][C:7]1[CH:8]=[C:9]([CH:14]([CH3:16])[CH3:15])[C:10](=[O:13])[NH:11][N:12]=1. (3) Given the reactants I[C:2]1[C:7]([C:8]([NH:10][NH:11][CH:12]2[CH2:17][CH2:16][CH2:15][O:14][CH2:13]2)=[O:9])=[C:6]([O:18][CH3:19])[N:5]=[CH:4][CH:3]=1.N1CCC[C@H]1C(O)=O.C(=O)([O-])[O-].[K+].[K+], predict the reaction product. The product is: [CH3:19][O:18][C:6]1[C:7]2[C:8](=[O:9])[NH:10][N:11]([CH:12]3[CH2:17][CH2:16][CH2:15][O:14][CH2:13]3)[C:2]=2[CH:3]=[CH:4][N:5]=1. (4) Given the reactants [CH3:1][C:2]1[CH:3]=[C:4]([CH2:11][C:12]([O:14][CH3:15])=[O:13])[CH:5]=[CH:6][C:7]=1[N+:8]([O-])=O, predict the reaction product. The product is: [NH2:8][C:7]1[CH:6]=[CH:5][C:4]([CH2:11][C:12]([O:14][CH3:15])=[O:13])=[CH:3][C:2]=1[CH3:1].